From a dataset of Forward reaction prediction with 1.9M reactions from USPTO patents (1976-2016). Predict the product of the given reaction. Given the reactants [CH2:1]([CH:4]1[C:8](=O)[CH2:7][CH2:6][O:5]1)[CH:2]=[CH2:3].[C:10]([O-:13])(=O)[CH3:11].[NH4+:14].[C:15]([N+:19]#[C-])([CH3:18])([CH3:17])[CH3:16].FC(F)(F)[CH2:23][OH:24], predict the reaction product. The product is: [C:10]([NH:14][C@@:8]1([C:23]([NH:19][C:15]([CH3:18])([CH3:17])[CH3:16])=[O:24])[CH2:7][CH2:6][O:5][C@@H:4]1[CH2:1][CH:2]=[CH2:3])(=[O:13])[CH3:11].